Predict which catalyst facilitates the given reaction. From a dataset of Catalyst prediction with 721,799 reactions and 888 catalyst types from USPTO. (1) Reactant: [CH3:1][O:2][C:3]1[CH:4]=[C:5]([CH:11]=[C:12]([O:16][CH3:17])[C:13]=1[O:14][CH3:15])[CH:6]=[CH:7][C:8](O)=[O:9].C(Cl)(=O)OCC.[BH4-].[Na+].Cl. Product: [CH3:17][O:16][C:12]1[CH:11]=[C:5]([CH:6]=[CH:7][CH2:8][OH:9])[CH:4]=[C:3]([O:2][CH3:1])[C:13]=1[O:14][CH3:15]. The catalyst class is: 531. (2) Reactant: [Br:1][C:2]1[CH:12]=[CH:11][C:5]([CH:6]=[CH:7][N+:8]([O-])=O)=[C:4]([F:13])[CH:3]=1. Product: [Br:1][C:2]1[CH:12]=[CH:11][C:5]([CH2:6][CH2:7][NH2:8])=[C:4]([F:13])[CH:3]=1. The catalyst class is: 1. (3) Reactant: C(C1NC=CN=1)(C1NC=CN=1)=O.[C:13]([O:17][C:18]([N:20]1[CH2:23][CH:22]([CH2:24][C:25]([OH:27])=O)[CH2:21]1)=[O:19])([CH3:16])([CH3:15])[CH3:14].O[N:29]=[C:30]([C:32]1[CH:33]=[CH:34][C:35]([CH3:50])=[C:36]([NH:38][C:39]([C:41]2[N:45]3[CH:46]=[CH:47][CH:48]=[CH:49][C:44]3=[N:43][CH:42]=2)=[O:40])[CH:37]=1)[NH2:31].O. Product: [N:43]1[CH:42]=[C:41]([C:39]([NH:38][C:36]2[CH:37]=[C:32]([C:30]3[N:29]=[C:25]([CH2:24][CH:22]4[CH2:21][N:20]([C:18]([O:17][C:13]([CH3:14])([CH3:15])[CH3:16])=[O:19])[CH2:23]4)[O:27][N:31]=3)[CH:33]=[CH:34][C:35]=2[CH3:50])=[O:40])[N:45]2[CH:46]=[CH:47][CH:48]=[CH:49][C:44]=12. The catalyst class is: 37. (4) Reactant: [CH3:1][O:2][C:3](=[O:39])[C:4]1[CH:19]=[CH:18][C:7]([C:8]([O:10][CH2:11][C:12]2[CH:17]=[CH:16][CH:15]=[CH:14][CH:13]=2)=[O:9])=[CH:6][C:5]=1[NH:20][C:21]1[C:30]2[C:25](=[CH:26][CH:27]=[C:28]([O:31][Si](C(C)(C)C)(C)C)[CH:29]=2)[CH:24]=[CH:23][CH:22]=1. Product: [CH3:1][O:2][C:3](=[O:39])[C:4]1[CH:19]=[CH:18][C:7]([C:8]([O:10][CH2:11][C:12]2[CH:17]=[CH:16][CH:15]=[CH:14][CH:13]=2)=[O:9])=[CH:6][C:5]=1[NH:20][C:21]1[C:30]2[C:25](=[CH:26][CH:27]=[C:28]([OH:31])[CH:29]=2)[CH:24]=[CH:23][CH:22]=1. The catalyst class is: 12. (5) Product: [C:1]([O:5][C:6]([N:8]1[CH2:13][CH2:12][N:11]([CH2:17][CH3:18])[C:10](=[O:14])[CH2:9]1)=[O:7])([CH3:4])([CH3:2])[CH3:3]. The catalyst class is: 9. Reactant: [C:1]([O:5][C:6]([N:8]1[CH2:13][CH2:12][NH:11][C:10](=[O:14])[CH2:9]1)=[O:7])([CH3:4])([CH3:3])[CH3:2].[H-].[Na+].[CH2:17](I)[CH3:18]. (6) Reactant: [CH2:1]([O:8][C:9]1[CH:10]=[CH:11][C:12]([C@@H:20]([O:55][Si:56]([C:59]([CH3:62])([CH3:61])[CH3:60])([CH3:58])[CH3:57])[CH2:21][N:22]([C:48]([O:50][C:51]([CH3:54])([CH3:53])[CH3:52])=[O:49])[CH2:23][CH2:24][CH2:25][CH2:26][NH:27][C:28]([C:30]2[CH:31]=[C:32]([C:36]([OH:47])([C:41]3[CH:46]=[CH:45][CH:44]=[CH:43][CH:42]=3)[C:37]([O:39]C)=[O:38])[CH:33]=[CH:34][CH:35]=2)=[O:29])=[C:13]2[C:18]=1[NH:17][C:16](=[O:19])[CH:15]=[CH:14]2)[C:2]1[CH:7]=[CH:6][CH:5]=[CH:4][CH:3]=1.[Li+].[OH-]. Product: [CH2:1]([O:8][C:9]1[CH:10]=[CH:11][C:12]([C@@H:20]([O:55][Si:56]([C:59]([CH3:62])([CH3:61])[CH3:60])([CH3:57])[CH3:58])[CH2:21][N:22]([C:48]([O:50][C:51]([CH3:52])([CH3:53])[CH3:54])=[O:49])[CH2:23][CH2:24][CH2:25][CH2:26][NH:27][C:28]([C:30]2[CH:31]=[C:32]([C:36]([OH:47])([C:41]3[CH:42]=[CH:43][CH:44]=[CH:45][CH:46]=3)[C:37]([OH:39])=[O:38])[CH:33]=[CH:34][CH:35]=2)=[O:29])=[C:13]2[C:18]=1[NH:17][C:16](=[O:19])[CH:15]=[CH:14]2)[C:2]1[CH:7]=[CH:6][CH:5]=[CH:4][CH:3]=1. The catalyst class is: 664. (7) Reactant: Cl[C:2]1[N:11]=[C:10]([N:12]2[CH2:17][CH2:16][O:15][CH2:14][CH2:13]2)[C:9]2[C:4](=[CH:5][C:6]([C:19]3[CH:20]=[N:21][CH:22]=[CH:23][CH:24]=3)=[C:7]([F:18])[CH:8]=2)[N:3]=1.[CH3:25][N:26]1[CH2:31][CH2:30][N:29]([C:32]([C:34]2[CH:39]=[CH:38][C:37]([NH:40][C:41]([NH:43][C:44]3[CH:49]=[CH:48][C:47](B4OC(C)(C)C(C)(C)O4)=[CH:46][CH:45]=3)=[O:42])=[CH:36][CH:35]=2)=[O:33])[CH2:28][CH2:27]1.C(=O)([O-])[O-].[Cs+].[Cs+].CN(C=O)C. Product: [F:18][C:7]1[CH:8]=[C:9]2[C:4](=[CH:5][C:6]=1[C:19]1[CH:20]=[N:21][CH:22]=[CH:23][CH:24]=1)[N:3]=[C:2]([C:47]1[CH:48]=[CH:49][C:44]([NH:43][C:41]([NH:40][C:37]3[CH:38]=[CH:39][C:34]([C:32]([N:29]4[CH2:28][CH2:27][N:26]([CH3:25])[CH2:31][CH2:30]4)=[O:33])=[CH:35][CH:36]=3)=[O:42])=[CH:45][CH:46]=1)[N:11]=[C:10]2[N:12]1[CH2:17][CH2:16][O:15][CH2:14][CH2:13]1. The catalyst class is: 189.